This data is from Catalyst prediction with 721,799 reactions and 888 catalyst types from USPTO. The task is: Predict which catalyst facilitates the given reaction. (1) Reactant: [Br:1][C:2]1[CH2:6][CH:5]([C:7]([O:9]CC)=[O:8])[N:4]([C:12]2[C:17]([Cl:18])=[CH:16][CH:15]=[CH:14][N:13]=2)[N:3]=1.[OH-].[Na+]. Product: [Br:1][C:2]1[CH2:6][CH:5]([C:7]([OH:9])=[O:8])[N:4]([C:12]2[C:17]([Cl:18])=[CH:16][CH:15]=[CH:14][N:13]=2)[N:3]=1. The catalyst class is: 8. (2) Reactant: [OH:1][C:2]1[CH:28]=[CH:27][C:5]2[C:6]([CH2:9][CH2:10][C:11]3[N:12]=[C:13]([C:19]4[CH:24]=[CH:23][C:22]([Cl:25])=[CH:21][C:20]=4[Cl:26])[O:14][C:15]=3[CH:16]([CH3:18])[CH3:17])=[N:7][O:8][C:4]=2[CH:3]=1.C(=O)([O-])[O-].[K+].[K+].[CH2:35](Br)[CH:36]=[CH2:37]. Product: [CH2:37]([O:1][C:2]1[CH:28]=[CH:27][C:5]2[C:6]([CH2:9][CH2:10][C:11]3[N:12]=[C:13]([C:19]4[CH:24]=[CH:23][C:22]([Cl:25])=[CH:21][C:20]=4[Cl:26])[O:14][C:15]=3[CH:16]([CH3:18])[CH3:17])=[N:7][O:8][C:4]=2[CH:3]=1)[CH:36]=[CH2:35]. The catalyst class is: 21. (3) Reactant: [CH:1]([N:14]1[CH2:17][CH:16]([OH:18])[CH2:15]1)([C:8]1[CH:13]=[CH:12][CH:11]=[CH:10][CH:9]=1)[C:2]1[CH:7]=[CH:6][CH:5]=[CH:4][CH:3]=1.[H-].[Na+].[CH3:21]I. Product: [CH:1]([N:14]1[CH2:17][CH:16]([O:18][CH3:21])[CH2:15]1)([C:8]1[CH:13]=[CH:12][CH:11]=[CH:10][CH:9]=1)[C:2]1[CH:3]=[CH:4][CH:5]=[CH:6][CH:7]=1. The catalyst class is: 213. (4) Reactant: C1(P(C2C=CC=CC=2)(C2C=CC=CC=2)=[C:8]([CH3:13])[C:9]([O:11][CH3:12])=[O:10])C=CC=CC=1.[C:26]1(=[O:33])[CH2:31][CH2:30][C:29](=O)[CH2:28][CH2:27]1. Product: [O:33]=[C:26]1[CH2:27][CH2:28][C:29](=[C:8]([CH3:13])[C:9]([O:11][CH3:12])=[O:10])[CH2:30][CH2:31]1. The catalyst class is: 11. (5) Reactant: [F:1][C:2]([F:9])([F:8])[C:3]([O:5]CC)=O.[C:10]1([NH:16][CH2:17][CH2:18][NH2:19])[CH:15]=[CH:14][CH:13]=[CH:12][CH:11]=1. Product: [F:9][C:2]([F:1])([F:8])[C:3]([NH:19][CH2:18][CH2:17][NH:16][C:10]1[CH:15]=[CH:14][CH:13]=[CH:12][CH:11]=1)=[O:5]. The catalyst class is: 1.